From a dataset of Forward reaction prediction with 1.9M reactions from USPTO patents (1976-2016). Predict the product of the given reaction. Given the reactants [CH2:1]([O:8][C:9]1[CH:10]=[CH:11][C:12]([O:18][CH2:19][C@H:20]2[CH2:22][O:21]2)=[C:13](C(=O)C)[CH:14]=1)[C:2]1[CH:7]=[CH:6][CH:5]=[CH:4][CH:3]=1.ClC1C=CC=[C:26]([C:30]([O:32]O)=[O:31])C=1.C([O-])(O)=O.[Na+], predict the reaction product. The product is: [CH2:1]([O:8][C:9]1[CH:10]=[CH:11][C:12]([O:18][CH2:19][C@H:20]2[CH2:22][O:21]2)=[C:13]([O:32][C:30](=[O:31])[CH3:26])[CH:14]=1)[C:2]1[CH:3]=[CH:4][CH:5]=[CH:6][CH:7]=1.